Dataset: Peptide-MHC class I binding affinity with 185,985 pairs from IEDB/IMGT. Task: Regression. Given a peptide amino acid sequence and an MHC pseudo amino acid sequence, predict their binding affinity value. This is MHC class I binding data. (1) The MHC is H-2-Db with pseudo-sequence H-2-Db. The peptide sequence is QTPLNDVVQA. The binding affinity (normalized) is 0.0641. (2) The peptide sequence is FQAQNIAGL. The MHC is HLA-B15:01 with pseudo-sequence HLA-B15:01. The binding affinity (normalized) is 0.834.